Predict the reactants needed to synthesize the given product. From a dataset of Full USPTO retrosynthesis dataset with 1.9M reactions from patents (1976-2016). (1) The reactants are: Cl[C:2](=[O:9])[CH2:3][C:4]([O:6][CH2:7][CH3:8])=[O:5].[Cl:10][C:11]1[CH:19]=[C:18]2[C:14]([CH:15]=[C:16]([C:21]([O:23][CH3:24])=[O:22])[N:17]2[CH3:20])=[CH:13][CH:12]=1. Given the product [Cl:10][C:11]1[CH:19]=[C:18]2[C:14]([C:15]([C:2](=[O:9])[CH2:3][C:4]([O:6][CH2:7][CH3:8])=[O:5])=[C:16]([C:21]([O:23][CH3:24])=[O:22])[N:17]2[CH3:20])=[CH:13][CH:12]=1, predict the reactants needed to synthesize it. (2) Given the product [O:19]1[CH2:20][CH2:21][CH2:22][CH2:23][CH:18]1[N:14]1[C:15]2[C:11](=[CH:10][C:9]([OH:8])=[CH:17][CH:16]=2)[C:12](/[CH:48]=[CH:39]/[C:43]2[CH:44]=[N:52][N:53]([CH2:55][CH2:56][O:57][CH:58]3[CH2:63][CH2:62][CH2:61][CH2:60][O:59]3)[CH:45]=2)=[N:13]1, predict the reactants needed to synthesize it. The reactants are: [Si]([O:8][C:9]1[CH:10]=[C:11]2[C:15](=[CH:16][CH:17]=1)[N:14]([CH:18]1[CH2:23][CH2:22][CH2:21][CH2:20][O:19]1)[N:13]=[C:12]2I)(C(C)(C)C)(C)C.C(N(CCCC)CCCC)CCC.C[C:39]1([CH3:48])[C:43]([CH3:45])([CH3:44])OB(C=C)O1.IC1C=[N:52][N:53]([CH2:55][CH2:56][O:57][CH:58]2[CH2:63][CH2:62][CH2:61][CH2:60][O:59]2)C=1.O.O.O.O.O.O.O.O.[OH-].[Ba+2].[OH-]. (3) Given the product [N:1]1([C:6]2[N:11]=[CH:10][N:9]=[C:8]([NH:12][C:13]3[O:14][C@:15]4([CH2:23][N:24]=3)[CH:20]3[CH2:21][CH2:22][N+:17]([O-:30])([CH2:18][CH2:19]3)[CH2:16]4)[CH:7]=2)[CH:5]=[CH:4][N:3]=[CH:2]1, predict the reactants needed to synthesize it. The reactants are: [N:1]1([C:6]2[N:11]=[CH:10][N:9]=[C:8]([NH:12][C:13]3[O:14][C@:15]4([CH2:23][N:24]=3)[CH:20]3[CH2:21][CH2:22][N:17]([CH2:18][CH2:19]3)[CH2:16]4)[CH:7]=2)[CH:5]=[CH:4][N:3]=[CH:2]1.ClC1C=C(C=CC=1)C(OO)=[O:30]. (4) Given the product [CH2:23]([N:5]([CH2:1][CH2:2][CH2:3][CH3:4])[C:6]1[CH:7]=[C:8]([O:21][CH3:22])[C:9]([CH:14]=[CH:15][C:16]2[S:17][C:18]([CH:34]=[O:35])=[CH:19][CH:20]=2)=[C:10]([O:12][CH3:13])[CH:11]=1)[CH2:24][CH2:25][CH3:26], predict the reactants needed to synthesize it. The reactants are: [CH2:1]([N:5]([CH2:23][CH2:24][CH2:25][CH3:26])[C:6]1[CH:11]=[C:10]([O:12][CH3:13])[C:9]([CH:14]=[CH:15][C:16]2[S:17][CH:18]=[CH:19][CH:20]=2)=[C:8]([O:21][CH3:22])[CH:7]=1)[CH2:2][CH2:3][CH3:4].C([Li])CCC.CN(C)[CH:34]=[O:35].C(Cl)(Cl)Cl. (5) Given the product [CH:1]1([NH:4][C:5]2[N:10]3[N:11]=[CH:12][C:13](/[CH:14]=[C:15]4/[C:16](=[O:21])[NH:17][C:18](=[O:20])[NH:19]/4)=[C:9]3[N:8]=[C:7]([NH:54][CH2:53][CH:50]3[CH2:52][CH2:51]3)[N:6]=2)[CH2:3][CH2:2]1, predict the reactants needed to synthesize it. The reactants are: [CH:1]1([NH:4][C:5]2[N:10]3[N:11]=[CH:12][C:13](/[CH:14]=[C:15]4/[C:16](=[O:21])[NH:17][C:18](=[O:20])[NH:19]/4)=[C:9]3[N:8]=[C:7](S(C)(=O)=O)[N:6]=2)[CH2:3][CH2:2]1.C1(NC2N3N=CC(/C=C4/C(=O)NC(=O)N/4)=C3N=C(S(C)=O)N=2)CC1.[CH:50]1([CH2:53][NH2:54])[CH2:52][CH2:51]1.O. (6) Given the product [Br:22][C:17]1[CH:16]=[C:15]2[C:20]([CH:21]=[C:12]([NH:11][C:9](=[O:10])[O:8][CH2:1][C:2]3[CH:3]=[CH:4][CH:5]=[CH:6][CH:7]=3)[C:13]([C:23]([NH:26][C:27]3[CH:28]=[N:29][CH:30]=[CH:31][C:32]=3[N:33]3[CH2:38][C@H:37]([CH3:39])[C@@H:36]([O:40][Si:41]([C:44]([CH3:45])([CH3:46])[CH3:47])([CH3:43])[CH3:42])[C@H:35]([NH:48][C:49]([O:50][C:51]([CH3:52])([CH3:54])[CH3:53])=[O:55])[CH2:34]3)=[O:25])=[N:14]2)=[CH:19][CH:18]=1, predict the reactants needed to synthesize it. The reactants are: [CH2:1]([O:8][C:9]([NH:11][C:12]1[C:13]([C:23]([OH:25])=O)=[N:14][C:15]2[C:20]([CH:21]=1)=[CH:19][CH:18]=[C:17]([Br:22])[CH:16]=2)=[O:10])[C:2]1[CH:7]=[CH:6][CH:5]=[CH:4][CH:3]=1.[NH2:26][C:27]1[CH:28]=[N:29][CH:30]=[CH:31][C:32]=1[N:33]1[CH2:38][C@H:37]([CH3:39])[C@@H:36]([O:40][Si:41]([C:44]([CH3:47])([CH3:46])[CH3:45])([CH3:43])[CH3:42])[C@H:35]([NH:48][C:49](=[O:55])[O:50][C:51]([CH3:54])([CH3:53])[CH3:52])[CH2:34]1.CN(C(ON1N=NC2C=CC=NC1=2)=[N+](C)C)C.F[P-](F)(F)(F)(F)F.CCN(C(C)C)C(C)C. (7) Given the product [I:1][C:2]1[CH:3]=[C:4]2[C:8](=[CH:9][CH:10]=1)[N:7]([CH2:25][C:26]([O:28][CH3:29])=[O:27])[C:6](=[O:11])[C:5]2=[O:12], predict the reactants needed to synthesize it. The reactants are: [I:1][C:2]1[CH:3]=[C:4]2[C:8](=[CH:9][CH:10]=1)[NH:7][C:6](=[O:11])[C:5]2=[O:12].C1CCN2C(=NCCC2)CC1.Br[CH2:25][C:26]([O:28][CH3:29])=[O:27]. (8) Given the product [S:29]1[C:30]2[CH:39]=[CH:38][CH:37]=[CH:36][C:31]=2[C:32]([CH2:34][NH:24][C:20]2[CH:21]=[CH:22][CH:23]=[C:18]([C:17]3[C:16]4[C:11](=[C:12]([C:25]([F:28])([F:26])[F:27])[CH:13]=[CH:14][CH:15]=4)[N:10]=[CH:9][C:8]=3[CH2:1][C:2]3[CH:3]=[CH:4][CH:5]=[CH:6][CH:7]=3)[CH:19]=2)=[CH:33]1, predict the reactants needed to synthesize it. The reactants are: [CH2:1]([C:8]1[CH:9]=[N:10][C:11]2[C:16]([C:17]=1[C:18]1[CH:19]=[C:20]([NH2:24])[CH:21]=[CH:22][CH:23]=1)=[CH:15][CH:14]=[CH:13][C:12]=2[C:25]([F:28])([F:27])[F:26])[C:2]1[CH:7]=[CH:6][CH:5]=[CH:4][CH:3]=1.[S:29]1[CH:33]=[C:32]([CH:34]=O)[C:31]2[CH:36]=[CH:37][CH:38]=[CH:39][C:30]1=2.